From a dataset of Forward reaction prediction with 1.9M reactions from USPTO patents (1976-2016). Predict the product of the given reaction. (1) Given the reactants [CH2:1]([O:3][C:4]1[CH:11]=[CH:10][C:7]([CH:8]=O)=[CH:6][CH:5]=1)[CH3:2].[CH3:12][C:13]([C:15]1[CH:20]=[C:19]([O:21][CH3:22])[CH:18]=[C:17]([O:23][CH3:24])[CH:16]=1)=[O:14].[OH-].[Na+], predict the reaction product. The product is: [CH2:1]([O:3][C:4]1[CH:11]=[CH:10][C:7](/[CH:8]=[CH:12]/[C:13]([C:15]2[CH:16]=[C:17]([O:23][CH3:24])[CH:18]=[C:19]([O:21][CH3:22])[CH:20]=2)=[O:14])=[CH:6][CH:5]=1)[CH3:2]. (2) Given the reactants C([Si](C)(C)[O:6][CH2:7][CH2:8][CH2:9][N:10]([C:24]1[CH:29]=[CH:28][C:27]([Cl:30])=[CH:26][C:25]=1[CH2:31][C:32]1[C:37]([F:38])=[CH:36][CH:35]=[CH:34][C:33]=1[F:39])[S:11]([C:14]1[CH:19]=[CH:18][C:17]([O:20][CH3:21])=[C:16]([O:22][CH3:23])[CH:15]=1)(=[O:13])=[O:12])(C)(C)C.O.O.O.[F-].C([N+](CCCC)(CCCC)CCCC)CCC, predict the reaction product. The product is: [Cl:30][C:27]1[CH:28]=[CH:29][C:24]([N:10]([CH2:9][CH2:8][CH2:7][OH:6])[S:11]([C:14]2[CH:19]=[CH:18][C:17]([O:20][CH3:21])=[C:16]([O:22][CH3:23])[CH:15]=2)(=[O:13])=[O:12])=[C:25]([CH2:31][C:32]2[C:37]([F:38])=[CH:36][CH:35]=[CH:34][C:33]=2[F:39])[CH:26]=1. (3) Given the reactants Br[C:2]1[CH:3]=[C:4]([S:8]([NH:11][C:12]2[CH:17]=[CH:16][C:15]([F:18])=[CH:14][C:13]=2[F:19])(=[O:10])=[O:9])[CH:5]=[N:6][CH:7]=1.[B:20]1([B:20]2[O:24][C:23]([CH3:26])([CH3:25])[C:22]([CH3:28])([CH3:27])[O:21]2)[O:24][C:23]([CH3:26])([CH3:25])[C:22]([CH3:28])([CH3:27])[O:21]1.C([O-])(=O)C.[K+], predict the reaction product. The product is: [F:19][C:13]1[CH:14]=[C:15]([F:18])[CH:16]=[CH:17][C:12]=1[NH:11][S:8]([C:4]1[CH:5]=[N:6][CH:7]=[C:2]([B:20]2[O:24][C:23]([CH3:26])([CH3:25])[C:22]([CH3:28])([CH3:27])[O:21]2)[CH:3]=1)(=[O:10])=[O:9]. (4) Given the reactants [Cl:1][CH2:2][C:3]([N:5]1[CH2:10][CH2:9][CH:8]([C:11]([NH:13]C(C)(C)C)=O)[CH2:7][CH2:6]1)=[O:4].P(Cl)(Cl)(Cl)=O.O.[OH-].[Na+], predict the reaction product. The product is: [Cl:1][CH2:2][C:3]([N:5]1[CH2:6][CH2:7][CH:8]([C:11]#[N:13])[CH2:9][CH2:10]1)=[O:4]. (5) Given the reactants Br[C:2]1[C:6]2[N:7]=[C:8]([C:22]3[CH:27]=[CH:26][N:25]=[CH:24][CH:23]=3)[N:9]=[C:10]([NH:11][CH2:12][C@@H:13]([NH2:21])[CH2:14][C:15]3[CH:20]=[CH:19][CH:18]=[CH:17][CH:16]=3)[C:5]=2[S:4][C:3]=1C.[CH:29]1(/[CH:32]=[CH:33]/B2OC(C)(C)C(C)(C)O2)[CH2:31][CH2:30]1.C([O-])([O-])=O.[Na+].[Na+], predict the reaction product. The product is: [CH:29]1([CH2:32][CH2:33][C:2]2[C:6]3[N:7]=[C:8]([C:22]4[CH:23]=[CH:24][N:25]=[CH:26][CH:27]=4)[N:9]=[C:10]([NH:11][CH2:12][C@@H:13]([NH2:21])[CH2:14][C:15]4[CH:20]=[CH:19][CH:18]=[CH:17][CH:16]=4)[C:5]=3[S:4][CH:3]=2)[CH2:31][CH2:30]1. (6) Given the reactants [N:1]1[CH:2]=[CH:3][N:4]2[C:9]=1[CH:8]=[CH:7][C:6]([N:10]1[CH2:15][CH2:14][N:13]([C:16](=[O:30])[C@@H:17]([NH:22][C:23](=[O:29])[O:24][C:25]([CH3:28])([CH3:27])[CH3:26])[CH2:18][CH:19]([CH3:21])[CH3:20])[CH2:12][CH2:11]1)=[N:5]2.[Br:31]Br, predict the reaction product. The product is: [Br:31][C:3]1[N:4]2[N:5]=[C:6]([N:10]3[CH2:11][CH2:12][N:13]([C:16](=[O:30])[C@@H:17]([NH:22][C:23](=[O:29])[O:24][C:25]([CH3:28])([CH3:27])[CH3:26])[CH2:18][CH:19]([CH3:21])[CH3:20])[CH2:14][CH2:15]3)[CH:7]=[CH:8][C:9]2=[N:1][CH:2]=1.